Dataset: Forward reaction prediction with 1.9M reactions from USPTO patents (1976-2016). Task: Predict the product of the given reaction. (1) The product is: [NH2:1][C:4]1[CH:9]=[CH:8][C:7]([N:10]2[CH2:11][CH2:12][CH2:13][CH2:14]2)=[CH:6][C:5]=1[NH:15][C:16](=[O:23])[C:17]1[CH:18]=[CH:19][CH:20]=[CH:21][CH:22]=1. Given the reactants [N+:1]([C:4]1[CH:9]=[CH:8][C:7]([N:10]2[CH2:14][CH2:13][CH2:12][CH2:11]2)=[CH:6][C:5]=1[NH:15][C:16](=[O:23])[C:17]1[CH:22]=[CH:21][CH:20]=[CH:19][CH:18]=1)([O-])=O.S(S([O-])=O)([O-])=O.[Na+].[Na+], predict the reaction product. (2) Given the reactants [Cl:1][C:2]1[CH:7]=[CH:6][C:5]([C:8]2[CH:13]=[C:12]([C:14]([F:17])([F:16])[F:15])[N:11]3[N:18]=[CH:19][C:20]([C:21](O)=[O:22])=[C:10]3[N:9]=2)=[CH:4][CH:3]=1.[OH:24][CH2:25][C:26]([NH:29][S:30]([C:33]1[S:37][C:36]([NH2:38])=[N:35][C:34]=1[CH3:39])(=[O:32])=[O:31])([CH3:28])[CH3:27], predict the reaction product. The product is: [OH:24][CH2:25][C:26]([NH:29][S:30]([C:33]1[S:37][C:36]([NH:38][C:21]([C:20]2[CH:19]=[N:18][N:11]3[C:12]([C:14]([F:17])([F:16])[F:15])=[CH:13][C:8]([C:5]4[CH:4]=[CH:3][C:2]([Cl:1])=[CH:7][CH:6]=4)=[N:9][C:10]=23)=[O:22])=[N:35][C:34]=1[CH3:39])(=[O:32])=[O:31])([CH3:28])[CH3:27]. (3) Given the reactants [CH3:1][O:2][CH2:3][CH2:4][NH:5][C:6](=[O:15])[O:7][CH2:8][C:9]1[CH:14]=[CH:13][CH:12]=[CH:11][CH:10]=1.[H-].[Na+].Br[CH2:19][CH2:20][F:21], predict the reaction product. The product is: [F:21][CH2:20][CH2:19][N:5]([CH2:4][CH2:3][O:2][CH3:1])[C:6](=[O:15])[O:7][CH2:8][C:9]1[CH:14]=[CH:13][CH:12]=[CH:11][CH:10]=1. (4) Given the reactants [NH2:1][C:2]1[N:6]([CH3:7])[C:5](=[O:8])[C:4]([C:15]2[CH:20]=[CH:19][C:18]([F:21])=[C:17](Br)[CH:16]=2)([C:9]2[CH:14]=[CH:13][CH:12]=[CH:11][CH:10]=2)[N:3]=1.[CH3:23][S:24]([O:27][C:28]1[CH:33]=[C:32](B2OC(C)(C)C(C)(C)O2)[CH:31]=[C:30]([O:43][CH3:44])[CH:29]=1)(=[O:26])=[O:25].C(=O)([O-])[O-].[K+].[K+], predict the reaction product. The product is: [CH3:23][S:24]([O:27][C:28]1[CH:33]=[C:32]([C:17]2[CH:16]=[C:15]([C:4]3([C:9]4[CH:14]=[CH:13][CH:12]=[CH:11][CH:10]=4)[C:5](=[O:8])[N:6]([CH3:7])[C:2]([NH2:1])=[N:3]3)[CH:20]=[CH:19][C:18]=2[F:21])[CH:31]=[C:30]([O:43][CH3:44])[CH:29]=1)(=[O:26])=[O:25]. (5) Given the reactants [CH3:1][O:2][C:3]1[CH:4]=[C:5]([CH2:9][CH2:10][CH2:11][CH2:12][CH2:13][CH2:14][C:15](OC)=[O:16])[CH:6]=[CH:7][CH:8]=1.[H-].C([Al+]CC(C)C)C(C)C.C(OC)=O.[Cl-].[NH4+].[Al], predict the reaction product. The product is: [CH3:1][O:2][C:3]1[CH:4]=[C:5]([CH2:9][CH2:10][CH2:11][CH2:12][CH2:13][CH2:14][CH:15]=[O:16])[CH:6]=[CH:7][CH:8]=1. (6) Given the reactants [O:1]=[C:2]1[N:6]([C:7]2[CH:8]=[CH:9][C:10]3[C:16](=[O:17])[CH2:15][CH2:14][CH2:13][CH2:12][C:11]=3[CH:18]=2)[CH2:5][C@H:4]([CH2:19][NH:20][C:21](=[O:23])[CH3:22])[O:3]1.[Li+].C[Si]([N-][Si](C)(C)C)(C)C.[C:34](Cl)(=[O:38])[CH:35]([CH3:37])[CH3:36].Cl, predict the reaction product. The product is: [C:34]([CH:15]1[CH2:14][CH2:13][CH2:12][C:11]2[CH:18]=[C:7]([N:6]3[CH2:5][C@H:4]([CH2:19][NH:20][C:21](=[O:23])[CH3:22])[O:3][C:2]3=[O:1])[CH:8]=[CH:9][C:10]=2[C:16]1=[O:17])(=[O:38])[CH:35]([CH3:37])[CH3:36]. (7) Given the reactants [Cl:1][C:2]1[N:7]=[CH:6][C:5]([CH2:8]O)=[CH:4][C:3]=1[O:10][CH3:11].C1(P(C2C=CC=CC=2)C2C=CC=CC=2)C=CC=CC=1.C(Br)(Br)(Br)[Br:32], predict the reaction product. The product is: [Br:32][CH2:8][C:5]1[CH:4]=[C:3]([O:10][CH3:11])[C:2]([Cl:1])=[N:7][CH:6]=1. (8) Given the reactants [F:1][C:2]([F:17])([F:16])[CH2:3][NH:4][C:5]([NH:7][NH:8]C(OC(C)(C)C)=O)=[O:6].[ClH:18], predict the reaction product. The product is: [ClH:18].[F:1][C:2]([F:17])([F:16])[CH2:3][NH:4][C:5]([NH:7][NH2:8])=[O:6]. (9) Given the reactants [C:1]([NH:11][C:12]1[CH:17]=[CH:16][C:15]([N:18]2[CH2:23][CH2:22][O:21][CH2:20][CH2:19]2)=[C:14]([F:24])[CH:13]=1)([O:3][CH2:4][C:5]1C=CC=CC=1)=[O:2].C([Li])(C)(C)C.ClC[C@@H](O)[CH2:33][N:34]([CH2:42][C:43]1[CH:48]=[CH:47][CH:46]=[CH:45][CH:44]=1)[CH2:35][C:36]1[CH:41]=[CH:40][CH:39]=[CH:38][CH:37]=1.[Cl-].[NH4+], predict the reaction product. The product is: [CH2:42]([N:34]([CH2:33][C@@H:4]1[O:3][C:1](=[O:2])[N:11]([C:12]2[CH:17]=[CH:16][C:15]([N:18]3[CH2:19][CH2:20][O:21][CH2:22][CH2:23]3)=[C:14]([F:24])[CH:13]=2)[CH2:5]1)[CH2:35][C:36]1[CH:41]=[CH:40][CH:39]=[CH:38][CH:37]=1)[C:43]1[CH:48]=[CH:47][CH:46]=[CH:45][CH:44]=1. (10) Given the reactants [OH:1][CH:2]1[CH2:7][CH2:6][CH:5]([C:8]([O:10][CH3:11])=[O:9])[CH2:4][CH2:3]1.[Si:12](Cl)([C:15]([CH3:18])([CH3:17])[CH3:16])([CH3:14])[CH3:13].N1C=CN=C1, predict the reaction product. The product is: [Si:12]([O:1][CH:2]1[CH2:3][CH2:4][CH:5]([C:8]([O:10][CH3:11])=[O:9])[CH2:6][CH2:7]1)([C:15]([CH3:18])([CH3:17])[CH3:16])([CH3:14])[CH3:13].